Task: Predict the product of the given reaction.. Dataset: Forward reaction prediction with 1.9M reactions from USPTO patents (1976-2016) (1) Given the reactants [CH:1]1[C:17]2[C:9]3[C:10]4[CH:16]=[CH:15][CH:14]=[CH:13][C:11]=4[S:12][C:8]=3[C:7]([OH:18])=[CH:6][C:5]=2[CH:4]=[CH:3][CH:2]=1.C1C2C3SC4C=CC=CC=4C=3C([OH:36])=CC=2C=CC=1, predict the reaction product. The product is: [CH:1]1[C:17]2[C:9]3[C:10]4[CH:16]=[CH:15][CH:14]=[CH:13][C:11]=4[S:12][C:8]=3[C:7](=[O:18])[C:6](=[O:36])[C:5]=2[CH:4]=[CH:3][CH:2]=1. (2) Given the reactants [CH3:1][N:2]1[CH2:7][CH2:6][NH:5][CH2:4][CH2:3]1.C(N(CC)CC)C.[Cl:15][C:16]1[CH:17]=[C:18]([N:23]2[C:32]3[C:27](=[CH:28][C:29]([F:34])=[C:30](F)[CH:31]=3)[C:26](=[O:35])[N:25]([O:36][CH2:37][C:38]3[CH:43]=[CH:42][CH:41]=[CH:40][CH:39]=3)[C:24]2=[O:44])[CH:19]=[CH:20][C:21]=1[F:22], predict the reaction product. The product is: [Cl:15][C:16]1[CH:17]=[C:18]([N:23]2[C:32]3[C:27](=[CH:28][C:29]([F:34])=[C:30]([N:5]4[CH2:6][CH2:7][N:2]([CH3:1])[CH2:3][CH2:4]4)[CH:31]=3)[C:26](=[O:35])[N:25]([O:36][CH2:37][C:38]3[CH:43]=[CH:42][CH:41]=[CH:40][CH:39]=3)[C:24]2=[O:44])[CH:19]=[CH:20][C:21]=1[F:22]. (3) Given the reactants B(Br)(Br)Br.C[O:6][C:7]1[CH:8]=[C:9]2[C:14](=[CH:15][C:16]=1[CH3:17])[C:13](=[O:18])[NH:12][CH:11]=[CH:10]2.N, predict the reaction product. The product is: [OH:6][C:7]1[CH:8]=[C:9]2[C:14](=[CH:15][C:16]=1[CH3:17])[C:13](=[O:18])[NH:12][CH:11]=[CH:10]2. (4) Given the reactants [CH2:1]([O:5][C:6]1[CH:11]=[CH:10][C:9](/[CH:12]=[CH:13]/[C:14]([O:16][CH2:17][CH2:18][CH2:19][CH2:20][CH2:21][CH2:22]Cl)=[O:15])=[CH:8][C:7]=1[O:24][CH3:25])[CH2:2][CH2:3][CH3:4].[I-:26].[Na+], predict the reaction product. The product is: [CH2:1]([O:5][C:6]1[CH:11]=[CH:10][C:9](/[CH:12]=[CH:13]/[C:14]([O:16][CH2:17][CH2:18][CH2:19][CH2:20][CH2:21][CH2:22][I:26])=[O:15])=[CH:8][C:7]=1[O:24][CH3:25])[CH2:2][CH2:3][CH3:4].